This data is from Catalyst prediction with 721,799 reactions and 888 catalyst types from USPTO. The task is: Predict which catalyst facilitates the given reaction. Reactant: [O:1]([C:3]1[CH:10]=[CH:9][CH:8]=[CH:7][C:4]=1[NH:5][CH3:6])[CH3:2].[Al](CC)(CC)CC.CO[C:20](=[O:42])[C:21]1[CH:26]=[C:25]([C:27]2[CH:28]=[N:29][C:30]([C:35]([F:38])([F:37])[F:36])=[CH:31][C:32]=2[C:33]#[N:34])[C:24]([Cl:39])=[CH:23][C:22]=1[O:40][CH3:41]. Product: [Cl:39][C:24]1[C:25]([C:27]2[CH:28]=[N:29][C:30]([C:35]([F:38])([F:36])[F:37])=[CH:31][C:32]=2[C:33]#[N:34])=[CH:26][C:21]([C:20]([N:5]([C:4]2[CH:7]=[CH:8][CH:9]=[CH:10][C:3]=2[O:1][CH3:2])[CH3:6])=[O:42])=[C:22]([O:40][CH3:41])[CH:23]=1. The catalyst class is: 26.